From a dataset of Forward reaction prediction with 1.9M reactions from USPTO patents (1976-2016). Predict the product of the given reaction. Given the reactants COC1C=C(OC)C=CC=1C[N:6]1[C:10]2=[N:11][C:12]([C:21]3[O:22][CH:23]=[CH:24][CH:25]=3)=[C:13]([C:15]3[CH:20]=[CH:19][N:18]=[CH:17][N:16]=3)[CH:14]=[C:9]2[N:8]([CH3:26])[C:7]1=[O:27].FC(F)(F)C(O)=O.C1(SC)C=CC=CC=1, predict the reaction product. The product is: [O:22]1[CH:23]=[CH:24][CH:25]=[C:21]1[C:12]1[N:11]=[C:10]2[NH:6][C:7](=[O:27])[N:8]([CH3:26])[C:9]2=[CH:14][C:13]=1[C:15]1[CH:20]=[CH:19][N:18]=[CH:17][N:16]=1.